This data is from Forward reaction prediction with 1.9M reactions from USPTO patents (1976-2016). The task is: Predict the product of the given reaction. (1) Given the reactants Br[C:2]1[N:3]=[CH:4][C:5]2[N:6]([CH:9]=[C:10]([CH3:12])[N:11]=2)[C:7]=1[Cl:8].[CH3:13][Si:14]([C:17]#[CH:18])([CH3:16])[CH3:15].C(N(CC)CC)C, predict the reaction product. The product is: [Cl:8][C:7]1[N:6]2[CH:9]=[C:10]([CH3:12])[N:11]=[C:5]2[CH:4]=[N:3][C:2]=1[C:18]#[C:17][Si:14]([CH3:16])([CH3:15])[CH3:13]. (2) The product is: [CH3:3][O:4][C:5]1[CH:6]=[CH:7][C:8]([NH:11][C:12]2[CH:17]=[CH:16][CH:15]=[CH:14][C:13]=2[NH:18][C:23]([C:20]2([CH3:19])[CH2:22][CH2:21]2)=[O:24])=[CH:9][CH:10]=1. Given the reactants Cl.Cl.[CH3:3][O:4][C:5]1[CH:10]=[CH:9][C:8]([NH:11][C:12]2[C:13]([NH2:18])=[CH:14][CH:15]=[CH:16][CH:17]=2)=[CH:7][CH:6]=1.[CH3:19][C:20]1([C:23](O)=[O:24])[CH2:22][CH2:21]1.CCN(CC)CC, predict the reaction product. (3) Given the reactants [CH3:1][O:2][C:3]1[CH:4]=[C:5]([CH2:11][CH2:12][CH3:13])[CH:6]=[CH:7][C:8]=1[O:9][CH3:10].C1(C)C=CC(S(O)(=O)=[O:21])=CC=1.C(C1C(=O)C(Cl)=C(Cl)C(=O)C=1C#N)#N, predict the reaction product. The product is: [CH3:1][O:2][C:3]1[CH:4]=[C:5]([CH:6]=[CH:7][C:8]=1[O:9][CH3:10])[CH:11]=[CH:12][CH:13]=[O:21]. (4) Given the reactants Br[C:2]1[CH:11]=[CH:10][C:5]([C:6]([O:8][CH3:9])=[O:7])=[C:4]([CH3:12])[CH:3]=1.[CH2:13]([Sn](CCCC)(CCCC)C=C)[CH2:14]CC, predict the reaction product. The product is: [CH:13]([C:2]1[CH:11]=[CH:10][C:5]([C:6]([O:8][CH3:9])=[O:7])=[C:4]([CH3:12])[CH:3]=1)=[CH2:14]. (5) Given the reactants [O:1]1[CH:5]=[CH:4][N:3]=[CH:2]1.C([Li])CCC.[CH2:11]([Sn:15](Cl)([CH2:20][CH2:21][CH2:22][CH3:23])[CH2:16][CH2:17][CH2:18][CH3:19])[CH2:12][CH2:13][CH3:14], predict the reaction product. The product is: [CH2:20]([Sn:15]([CH2:11][CH2:12][CH2:13][CH3:14])([CH2:16][CH2:17][CH2:18][CH3:19])[C:2]1[O:1][CH:5]=[CH:4][N:3]=1)[CH2:21][CH2:22][CH3:23]. (6) Given the reactants C(SC1C=CC(O)=CC=1)C.C(N1CCC([NH:20][C:21](=[O:30])[C:22]2[CH:27]=[C:26]([F:28])[CH:25]=[N:24][C:23]=2Cl)CC1)(=O)C.C(=O)([O-])[O-].[Cs+].[Cs+], predict the reaction product. The product is: [F:28][C:26]1[CH:25]=[N:24][CH:23]=[C:22]([CH:27]=1)[C:21]([NH2:20])=[O:30]. (7) Given the reactants Cl[C:2]1[N:10]=[C:9]([N:11]2[C:15]3[CH:16]=[C:17]([C:20]#[N:21])[CH:18]=[CH:19][C:14]=3[N:13]=[CH:12]2)[N:8]=[C:7]2[C:3]=1[NH:4][C:5](=[O:30])[N:6]2[CH:22]([C:24]1[CH:25]=[N:26][CH:27]=[CH:28][CH:29]=1)[CH3:23].Cl.[F:32][C:33]1([F:37])[CH2:36][NH:35][CH2:34]1, predict the reaction product. The product is: [F:32][C:33]1([F:37])[CH2:36][N:35]([C:2]2[N:10]=[C:9]([N:11]3[C:15]4[CH:16]=[C:17]([C:20]#[N:21])[CH:18]=[CH:19][C:14]=4[N:13]=[CH:12]3)[N:8]=[C:7]3[C:3]=2[NH:4][C:5](=[O:30])[N:6]3[CH:22]([C:24]2[CH:25]=[N:26][CH:27]=[CH:28][CH:29]=2)[CH3:23])[CH2:34]1.